From a dataset of Forward reaction prediction with 1.9M reactions from USPTO patents (1976-2016). Predict the product of the given reaction. (1) Given the reactants Br([O-])(=O)=[O:2].[Na+].[CH2:6]([OH:13])[C:7]1[CH:12]=[CH:11][CH:10]=[CH:9][CH:8]=1, predict the reaction product. The product is: [C:6]([OH:2])(=[O:13])[C:7]1[CH:12]=[CH:11][CH:10]=[CH:9][CH:8]=1. (2) Given the reactants [Cl:1][C:2]1[CH:23]=[C:22]([N+:24]([O-:26])=[O:25])[CH:21]=[C:20]([Cl:27])[C:3]=1[O:4][C:5]1[CH:6]=[CH:7][C:8]([O:18]C)=[C:9]([S:11]([CH2:14][CH:15]2[CH2:17][CH2:16]2)(=[O:13])=[O:12])[CH:10]=1.B(Br)(Br)Br.O, predict the reaction product. The product is: [CH:15]1([CH2:14][S:11]([C:9]2[CH:10]=[C:5]([O:4][C:3]3[C:2]([Cl:1])=[CH:23][C:22]([N+:24]([O-:26])=[O:25])=[CH:21][C:20]=3[Cl:27])[CH:6]=[CH:7][C:8]=2[OH:18])(=[O:12])=[O:13])[CH2:16][CH2:17]1.